This data is from Full USPTO retrosynthesis dataset with 1.9M reactions from patents (1976-2016). The task is: Predict the reactants needed to synthesize the given product. (1) Given the product [CH:15]1([C:13]2[CH:12]=[CH:11][N:10]=[C:9]([NH:8][C:6]3[N:7]=[C:2]([C:25]4[S:24][C:23]([C:20]([C@H:28]5[CH2:33][CH2:32][C@H:31]([C:34]([O:36][CH3:37])=[O:35])[CH2:30][CH2:29]5)([OH:19])[CH2:21][CH3:22])=[N:27][CH:26]=4)[CH:3]=[C:4]([CH3:18])[CH:5]=3)[CH:14]=2)[CH2:17][CH2:16]1, predict the reactants needed to synthesize it. The reactants are: Br[C:2]1[N:7]=[C:6]([NH:8][C:9]2[CH:14]=[C:13]([CH:15]3[CH2:17][CH2:16]3)[CH:12]=[CH:11][N:10]=2)[CH:5]=[C:4]([CH3:18])[CH:3]=1.[OH:19][C:20]([C@H:28]1[CH2:33][CH2:32][C@H:31]([C:34]([O:36][CH3:37])=[O:35])[CH2:30][CH2:29]1)([C:23]1[S:24][CH:25]=[CH:26][N:27]=1)[CH2:21][CH3:22].C(O)(=O)C(C)(C)C.C(=O)([O-])[O-].[K+].[K+].C(P(C12CC3CC(CC(C3)C1)C2)C12CC3CC(CC(C3)C1)C2)CCC. (2) Given the product [Br:1][C:21]1[C:13]2[O:12][CH2:11][C:10]([CH3:9])([C:23]3[CH:28]=[CH:27][CH:26]=[CH:25][N:24]=3)[N:15]3[C:16](=[O:22])[NH:17][C:18]([C:14]=23)=[CH:19][CH:20]=1, predict the reactants needed to synthesize it. The reactants are: [Br:1]N1C(=O)CCC1=O.[CH3:9][C:10]1([C:23]2[CH:28]=[CH:27][CH:26]=[CH:25][N:24]=2)[N:15]2[C:16](=[O:22])[NH:17][C:18]3=[CH:19][CH:20]=[CH:21][C:13](=[C:14]23)[O:12][CH2:11]1.C(O)(=O)C.C(#N)C. (3) Given the product [CH2:6]([C:13]1[S:14][C:15]([CH3:19])=[C:16]([CH3:18])[C:17]=1[C:20]([C:21]1[CH:26]=[CH:25][C:24]([O:27][CH3:28])=[CH:23][CH:22]=1)=[O:29])[C:7]1[CH:8]=[CH:9][CH:10]=[CH:11][CH:12]=1, predict the reactants needed to synthesize it. The reactants are: [Sn](Cl)(Cl)(Cl)Cl.[CH2:6]([C:13]1[S:14][C:15]([CH3:19])=[C:16]([CH3:18])[CH:17]=1)[C:7]1[CH:12]=[CH:11][CH:10]=[CH:9][CH:8]=1.[C:20](Cl)(=[O:29])[C:21]1[CH:26]=[CH:25][C:24]([O:27][CH3:28])=[CH:23][CH:22]=1.ClCCl. (4) Given the product [NH2:12][C:6]1[CH:7]=[N:8][C:9]2[C:4]([C:5]=1[NH:15][C:16]1[CH:21]=[CH:20][C:19]([C:22]([CH3:25])([CH3:26])[C:23]#[N:24])=[CH:18][CH:17]=1)=[CH:3][C:2]([CH3:1])=[CH:11][CH:10]=2, predict the reactants needed to synthesize it. The reactants are: [CH3:1][C:2]1[CH:3]=[C:4]2[C:9](=[CH:10][CH:11]=1)[N:8]=[CH:7][C:6]([N+:12]([O-])=O)=[C:5]2[NH:15][C:16]1[CH:21]=[CH:20][C:19]([C:22]([CH3:26])([CH3:25])[C:23]#[N:24])=[CH:18][CH:17]=1.[H][H]. (5) Given the product [CH:11]1[C:3]([C:1]#[N:2])=[CH:4][C:5]2[C:6]([CH2:12][CH2:13][CH2:14][CH2:15][N:16]3[CH2:17][CH2:18][N:19]([C:22]4[CH:23]=[CH:24][C:25]5[O:29][C:28]([C:30]([NH2:32])=[O:31])=[CH:27][C:26]=5[CH:33]=4)[CH2:20][CH2:21]3)=[CH:7][NH:8][C:9]=2[CH:10]=1.[ClH:35], predict the reactants needed to synthesize it. The reactants are: [C:1]([C:3]1[CH:4]=[C:5]2[C:9](=[CH:10][CH:11]=1)[NH:8][CH:7]=[C:6]2[CH2:12][CH2:13][CH2:14][CH2:15][N:16]1[CH2:21][CH2:20][N:19]([C:22]2[CH:23]=[CH:24][C:25]3[O:29][C:28]([C:30]([NH2:32])=[O:31])=[CH:27][C:26]=3[CH:33]=2)[CH2:18][CH2:17]1)#[N:2].O.[ClH:35]. (6) Given the product [C:1]([O:5][C:6](=[O:19])[NH:7][CH2:8][C:9]1[CH:14]=[C:13]([CH2:15][N:22]([CH2:23][CH3:24])[CH2:20][CH3:21])[CH:12]=[C:11]([Cl:17])[C:10]=1[F:18])([CH3:4])([CH3:3])[CH3:2], predict the reactants needed to synthesize it. The reactants are: [C:1]([O:5][C:6](=[O:19])[NH:7][CH2:8][C:9]1[CH:14]=[C:13]([CH:15]=O)[CH:12]=[C:11]([Cl:17])[C:10]=1[F:18])([CH3:4])([CH3:3])[CH3:2].[CH2:20]([NH:22][CH2:23][CH3:24])[CH3:21].C(O)(=O)C.C(O[BH-](OC(=O)C)OC(=O)C)(=O)C.[Na+]. (7) Given the product [CH2:25]([O:27][CH:28]([O:31][CH2:32][CH3:33])[C:29]1[N:3]=[N:2][N:1]([CH2:4][CH2:5][N:6]2[CH2:10][CH2:9][O:8][C:7]2=[O:11])[CH:30]=1)[CH3:26], predict the reactants needed to synthesize it. The reactants are: [N:1]([CH2:4][CH2:5][N:6]1[CH2:10][CH2:9][O:8][C:7]1=[O:11])=[N+:2]=[N-:3].O=C1O[C@H]([C@H](CO)O)C([O-])=C1O.[Na+].[CH2:25]([O:27][CH:28]([O:31][CH2:32][CH3:33])[C:29]#[CH:30])[CH3:26].C(O)(C)(C)C. (8) Given the product [CH3:1][N:2]([CH3:25])[CH2:3][CH2:4][CH2:5][O:43][C:40]1[CH:41]=[CH:42][C:37]([NH:36][C:34]2[S:35][C:31]([C:28]3[CH:29]=[CH:30][S:26][CH:27]=3)=[CH:32][N:33]=2)=[CH:38][CH:39]=1, predict the reactants needed to synthesize it. The reactants are: [CH3:1][N:2]([CH3:25])[CH2:3][CH2:4][CH2:5]OC1C=CC(C2SC(NC3C=CC=CC=3)=NC=2)=CC=1.[S:26]1[CH:30]=[CH:29][C:28]([C:31]2[S:35][C:34]([NH:36][C:37]3[CH:42]=[CH:41][C:40]([OH:43])=[CH:39][CH:38]=3)=[N:33][CH:32]=2)=[CH:27]1. (9) Given the product [C:1]1([CH:7]([C:8]([O:17][C:16]2[C:19]([Cl:24])=[CH:20][C:26]([Cl:25])=[CH:27][C:28]=2[Cl:33])=[O:10])[C:11]([O:13][C:31]2[C:26]([Cl:25])=[CH:27][C:28]([Cl:33])=[CH:29][C:30]=2[Cl:32])=[O:12])[CH:2]=[CH:3][CH:4]=[CH:5][CH:6]=1, predict the reactants needed to synthesize it. The reactants are: [C:1]1([CH:7]([C:11]([OH:13])=[O:12])[C:8]([OH:10])=O)[CH:6]=[CH:5][CH:4]=[CH:3][CH:2]=1.CN(C)[CH:16]=[O:17].[C:19]([Cl:24])(=O)[C:20](Cl)=O.[Cl:25][C:26]1[CH:31]=[C:30]([Cl:32])[CH:29]=[C:28]([Cl:33])[C:27]=1O. (10) Given the product [Br:1][C:2]1[CH:3]=[C:4]([NH:8][C@H:9]([C:12]2[CH:17]=[CH:16][CH:15]=[CH:14][CH:13]=2)[CH2:10][NH:11][S:31]([CH2:30][CH2:29][O:28][CH3:27])(=[O:33])=[O:32])[CH:5]=[N:6][CH:7]=1, predict the reactants needed to synthesize it. The reactants are: [Br:1][C:2]1[CH:3]=[C:4]([NH:8][C@H:9]([C:12]2[CH:17]=[CH:16][CH:15]=[CH:14][CH:13]=2)[CH2:10][NH2:11])[CH:5]=[N:6][CH:7]=1.C(N(CC)C(C)C)(C)C.[CH3:27][O:28][CH2:29][CH2:30][S:31](Cl)(=[O:33])=[O:32].